Predict which catalyst facilitates the given reaction. From a dataset of Catalyst prediction with 721,799 reactions and 888 catalyst types from USPTO. (1) Product: [CH2:22]([O:21][C:19]([N:11]([CH2:10][C:8]1[CH:7]=[CH:6][CH:5]=[C:4]([Br:3])[N:9]=1)[CH2:12][C:13]([O:15][CH2:16][CH3:17])=[O:14])=[O:20])[C:23]1[CH:28]=[CH:27][CH:26]=[CH:25][CH:24]=1. Reactant: [H-].[Na+].[Br:3][C:4]1[N:9]=[C:8]([CH2:10][NH:11][CH2:12][C:13]([O:15][CH2:16][CH3:17])=[O:14])[CH:7]=[CH:6][CH:5]=1.Cl[C:19]([O:21][CH2:22][C:23]1[CH:28]=[CH:27][CH:26]=[CH:25][CH:24]=1)=[O:20]. The catalyst class is: 39. (2) Reactant: Br(O)(=O)=O.[O:5]1[CH2:10][CH2:9][N:8]([C:11]([NH2:13])=[NH:12])[CH2:7][CH2:6]1.[CH3:14][O:15][C:16]1[CH:17]=[C:18]([CH:27]=[CH:28][CH:29]=1)[C:19]([CH:21]1[CH2:25][CH2:24][O:23][C:22]1=[O:26])=O.CC(C)([O-])C.[Na+]. Product: [OH:23][CH2:24][CH2:25][C:21]1[C:22]([OH:26])=[N:12][C:11]([N:8]2[CH2:9][CH2:10][O:5][CH2:6][CH2:7]2)=[N:13][C:19]=1[C:18]1[CH:27]=[CH:28][CH:29]=[C:16]([O:15][CH3:14])[CH:17]=1. The catalyst class is: 107. (3) Product: [CH2:1]([O:8][C:9]1[C:17]([CH3:18])=[CH:16][C:12]([C:13]([NH:59][CH2:58][C:57]([O:71][CH2:72][CH3:73])([O:56][CH2:54][CH3:55])[C:60]2[CH:65]=[C:64]([CH3:66])[N:63]=[C:62]([CH2:67][CH:68]([CH3:69])[CH3:70])[CH:61]=2)=[O:15])=[CH:11][C:10]=1[CH2:19][CH3:20])[C:2]1[CH:3]=[CH:4][CH:5]=[CH:6][CH:7]=1. Reactant: [CH2:1]([O:8][C:9]1[C:17]([CH3:18])=[CH:16][C:12]([C:13]([OH:15])=O)=[CH:11][C:10]=1[CH2:19][CH3:20])[C:2]1[CH:7]=[CH:6][CH:5]=[CH:4][CH:3]=1.CCN=C=NCCCN(C)C.Cl.C1C=CC2N(O)N=NC=2C=1.CCN(C(C)C)C(C)C.Cl.Cl.[CH2:54]([O:56][C:57]([O:71][CH2:72][CH3:73])([C:60]1[CH:65]=[C:64]([CH3:66])[N:63]=[C:62]([CH2:67][CH:68]([CH3:70])[CH3:69])[CH:61]=1)[CH2:58][NH2:59])[CH3:55]. The catalyst class is: 499. (4) Reactant: C1(P(C2C=CC=CC=2)C2C=CC=CC=2)C=CC=CC=1.[C:20]([C:24]1[CH:25]=[C:26]([CH:34]=[CH:35][C:36]2[CH:37]=[C:38]([CH:41]=[C:42]([CH:44]=[CH:45][C:46]3[CH:51]=[C:50]([C:52]([CH3:55])([CH3:54])[CH3:53])[CH:49]=[C:48]([C:56]([CH3:59])([CH3:58])[CH3:57])[CH:47]=3)[CH:43]=2)[CH:39]=O)[CH:27]=[C:28]([C:30]([CH3:33])([CH3:32])[CH3:31])[CH:29]=1)([CH3:23])([CH3:22])[CH3:21].[C:60]([Br:64])(Br)(Br)[Br:61]. Product: [Br:61][C:60]([Br:64])=[CH:39][C:38]1[CH:41]=[C:42]([CH:44]=[CH:45][C:46]2[CH:51]=[C:50]([C:52]([CH3:53])([CH3:54])[CH3:55])[CH:49]=[C:48]([C:56]([CH3:59])([CH3:57])[CH3:58])[CH:47]=2)[CH:43]=[C:36]([CH:35]=[CH:34][C:26]2[CH:25]=[C:24]([C:20]([CH3:23])([CH3:22])[CH3:21])[CH:29]=[C:28]([C:30]([CH3:33])([CH3:32])[CH3:31])[CH:27]=2)[CH:37]=1. The catalyst class is: 4.